From a dataset of Catalyst prediction with 721,799 reactions and 888 catalyst types from USPTO. Predict which catalyst facilitates the given reaction. Reactant: [OH:1][C:2]1[CH:3]=[C:4]([C:20]([NH:22][CH2:23][C:24]2[CH:29]=[CH:28][C:27]([S:30]([CH:33]([CH3:35])[CH3:34])(=[O:32])=[O:31])=[CH:26][CH:25]=2)=[O:21])[C:5](=[O:19])[N:6]([C:9]2[CH:14]=[CH:13][CH:12]=[C:11]([C:15]([F:18])([F:17])[F:16])[CH:10]=2)[C:7]=1[CH3:8].[Br:36][CH2:37][CH2:38][CH2:39]Br. Product: [Br:36][CH2:37][CH2:38][CH2:39][O:1][C:2]1[CH:3]=[C:4]([C:20]([NH:22][CH2:23][C:24]2[CH:25]=[CH:26][C:27]([S:30]([CH:33]([CH3:35])[CH3:34])(=[O:31])=[O:32])=[CH:28][CH:29]=2)=[O:21])[C:5](=[O:19])[N:6]([C:9]2[CH:14]=[CH:13][CH:12]=[C:11]([C:15]([F:16])([F:18])[F:17])[CH:10]=2)[C:7]=1[CH3:8]. The catalyst class is: 3.